This data is from Full USPTO retrosynthesis dataset with 1.9M reactions from patents (1976-2016). The task is: Predict the reactants needed to synthesize the given product. (1) Given the product [CH:11]1([C:10]2[C:9]3[C:4](=[CH:5][C:6]([C:17]([O:19][CH3:20])=[O:18])=[CH:7][CH:8]=3)[NH:3][C:2]=2[CH:21]=[CH2:22])[CH2:16][CH2:15][CH2:14][CH2:13][CH2:12]1, predict the reactants needed to synthesize it. The reactants are: Br[C:2]1[NH:3][C:4]2[C:9]([C:10]=1[CH:11]1[CH2:16][CH2:15][CH2:14][CH2:13][CH2:12]1)=[CH:8][CH:7]=[C:6]([C:17]([O:19][CH3:20])=[O:18])[CH:5]=2.[CH2:21]([Sn](CCCC)(CCCC)C=C)[CH2:22]CC. (2) Given the product [CH3:1][C:2]([C:6]1[CH:11]=[CH:10][C:9]([N:12]2[C:24]3[C:23]4[CH:22]=[C:21]([C:25]5[CH:26]=[N:27][C:28]6[C:33]([CH:34]=5)=[CH:32][CH:31]=[CH:30][CH:29]=6)[CH:20]=[CH:19][C:18]=4[N:17]=[CH:16][C:15]=3[N:14]([CH3:35])[C:13]2=[S:46])=[CH:8][CH:7]=1)([CH3:5])[C:3]#[N:4], predict the reactants needed to synthesize it. The reactants are: [CH3:1][C:2]([C:6]1[CH:11]=[CH:10][C:9]([N:12]2[C:24]3[C:23]4[CH:22]=[C:21]([C:25]5[CH:26]=[N:27][C:28]6[C:33]([CH:34]=5)=[CH:32][CH:31]=[CH:30][CH:29]=6)[CH:20]=[CH:19][C:18]=4[N:17]=[CH:16][C:15]=3[N:14]([CH3:35])[C:13]2=O)=[CH:8][CH:7]=1)([CH3:5])[C:3]#[N:4].COC1C=CC(P2(SP(C3C=CC(OC)=CC=3)(=S)S2)=[S:46])=CC=1. (3) Given the product [OH:11][CH:3]([CH2:4][CH2:5][CH2:6][NH2:7])[C@@H:2]([C:8]([OH:10])=[O:9])[NH2:1], predict the reactants needed to synthesize it. The reactants are: [NH2:1][C@H:2]([C:8]([OH:10])=[O:9])[CH2:3][CH2:4][CH2:5][CH2:6][NH2:7].[O:11]=C(CCC(O)=O)C(O)=O.O=C1O[C@H]([C@H](CO)O)C(O)=C1O. (4) Given the product [CH3:1][CH:2]([CH3:33])[CH2:3][C:4]([O:6][C:7]1[CH:12]=[CH:11][C:10]([C:13]([C:15]2[N:16]([CH2:36][CH2:37][CH:38]([CH3:40])[CH3:39])[CH:17]=[C:18]([C:20](=[O:25])[CH2:21][CH:22]([CH3:23])[CH3:24])[CH:19]=2)=[O:14])=[CH:9][C:8]=1[CH2:26][CH2:27][C:28]([O:30][CH2:31][CH3:32])=[O:29])=[O:5], predict the reactants needed to synthesize it. The reactants are: [CH3:1][CH:2]([CH3:33])[CH2:3][C:4]([O:6][C:7]1[CH:12]=[CH:11][C:10]([C:13]([C:15]2[NH:16][CH:17]=[C:18]([C:20](=[O:25])[CH2:21][CH:22]([CH3:24])[CH3:23])[CH:19]=2)=[O:14])=[CH:9][C:8]=1[CH2:26][CH2:27][C:28]([O:30][CH2:31][CH3:32])=[O:29])=[O:5].[H-].[Na+].[CH2:36](I)[CH2:37][CH:38]([CH3:40])[CH3:39].Cl. (5) Given the product [F:1][C:2]1[CH:3]=[C:4]([C:8]2([CH2:22][CH2:23][N:24]3[C@H:25]4[CH2:31][CH2:30][C@@H:29]3[CH2:28][CH:27]([N:32]3[C:36]5[CH:37]=[CH:38][CH:39]=[CH:40][C:35]=5[N:34]=[C:33]3[CH3:41])[CH2:26]4)[CH2:13][CH2:12][N:11]([C:14]([C:16]3([NH:21][C:44](=[O:45])[C:43]([CH3:48])([CH3:47])[CH3:42])[CH2:20][CH2:19][CH2:18][CH2:17]3)=[O:15])[CH2:10][CH2:9]2)[CH:5]=[CH:6][CH:7]=1, predict the reactants needed to synthesize it. The reactants are: [F:1][C:2]1[CH:3]=[C:4]([C:8]2([CH2:22][CH2:23][N:24]3[C@H:29]4[CH2:30][CH2:31][C@@H:25]3[CH2:26][CH:27]([N:32]3[C:36]5[CH:37]=[CH:38][CH:39]=[CH:40][C:35]=5[N:34]=[C:33]3[CH3:41])[CH2:28]4)[CH2:13][CH2:12][N:11]([C:14]([C:16]3([NH2:21])[CH2:20][CH2:19][CH2:18][CH2:17]3)=[O:15])[CH2:10][CH2:9]2)[CH:5]=[CH:6][CH:7]=1.[CH3:42][C:43]([CH3:48])([CH3:47])[C:44](Cl)=[O:45].CCN(C(C)C)C(C)C. (6) Given the product [CH3:11][C:12]1([CH3:20])[C:13]2[O:19][CH:2]=[C:3]([C:5]3[CH:10]=[CH:9][CH:8]=[CH:7][CH:6]=3)[C:14]=2[C:15](=[O:18])[CH2:16][CH2:17]1, predict the reactants needed to synthesize it. The reactants are: O[CH2:2][C:3]([C:5]1[CH:10]=[CH:9][CH:8]=[CH:7][CH:6]=1)=O.[CH3:11][C:12]1([CH3:20])[CH2:17][CH2:16][C:15](=[O:18])[CH2:14][C:13]1=[O:19].